From a dataset of Catalyst prediction with 721,799 reactions and 888 catalyst types from USPTO. Predict which catalyst facilitates the given reaction. (1) Product: [Cl:3][C:4]1[CH:5]=[N:6][CH:7]=[C:8]([Cl:35])[C:9]=1[NH:10][C:11]1[C:20]2[C:15](=[C:16]([O:23][CH2:24][CH2:25][CH2:26][CH2:27][CH2:28][C:29]([OH:31])=[O:30])[C:17]([O:21][CH3:22])=[CH:18][CH:19]=2)[NH:14][C:13](=[O:34])[CH:12]=1. Reactant: [OH-].[Li+].[Cl:3][C:4]1[CH:5]=[N:6][CH:7]=[C:8]([Cl:35])[C:9]=1[NH:10][C:11]1[C:20]2[C:15](=[C:16]([O:23][CH2:24][CH2:25][CH2:26][CH2:27][CH2:28][C:29]([O:31]CC)=[O:30])[C:17]([O:21][CH3:22])=[CH:18][CH:19]=2)[NH:14][C:13](=[O:34])[CH:12]=1.CO. The catalyst class is: 7. (2) The catalyst class is: 45. Reactant: [C:1]([O:5][C:6](=[O:19])[NH:7][C:8]1[CH:13]=[CH:12][C:11]([O:14][CH3:15])=[CH:10][C:9]=1[N+:16]([O-])=O)([CH3:4])([CH3:3])[CH3:2]. Product: [C:1]([O:5][C:6](=[O:19])[NH:7][C:8]1[CH:13]=[CH:12][C:11]([O:14][CH3:15])=[CH:10][C:9]=1[NH2:16])([CH3:4])([CH3:2])[CH3:3]. (3) Reactant: [CH2:1]([CH:3]([NH:8][NH2:9])[C:4]([CH3:7])([CH3:6])[CH3:5])[CH3:2].FC1C([O:17][C:18]([C:20]2[CH:38]=[CH:37][C:23]3[O:24][CH2:25][C@@H:26]([C:28](C)(C)[O:29][SiH2]C(C)(C)C)[O:27][C:22]=3[C:21]=2[CH3:39])=O)=C(F)C(F)=C(F)C=1F. Product: [CH2:1]([CH:3]([NH:8][NH:9][C:18]([C:20]1[CH:38]=[CH:37][C:23]2[O:24][CH2:25][C@H:26]([CH2:28][OH:29])[O:27][C:22]=2[C:21]=1[CH3:39])=[O:17])[C:4]([CH3:7])([CH3:6])[CH3:5])[CH3:2]. The catalyst class is: 13.